Task: Predict the reaction yield, written as a fraction of the theoretical maximum amount of product (1.0 means a 100% yield; for example, 0.34 means a 34% yield).. Dataset: Reaction yield outcomes from USPTO patents with 853,638 reactions (1) The reactants are C[O:2][C:3]1[CH:8]=[C:7]([O:9]C)[CH:6]=[CH:5][C:4]=1[CH2:11][CH2:12][CH2:13][CH2:14][C:15]([OH:17])=[O:16].Br.[C:19](O)(=O)C. No catalyst specified. The product is [OH:2][C:3]1[CH:8]=[C:7]([OH:9])[CH:6]=[CH:5][C:4]=1[CH2:11][CH2:12][CH2:13][CH2:14][C:15]([O:17][CH3:19])=[O:16]. The yield is 0.550. (2) The reactants are [N:1]1([CH2:7][CH2:8][CH2:9][O:10][C:11]2[CH:18]=[CH:17][C:14]([CH:15]=O)=[CH:13][CH:12]=2)[CH2:6][CH2:5][CH2:4][CH2:3][CH2:2]1.[ClH:19].[CH3:20][NH:21][CH3:22].C(O[BH-](OC(=O)C)OC(=O)C)(=O)C.[Na+].[OH-].[Na+].ClC[CH2:41][Cl:42]. The catalyst is C(O)(=O)C. The product is [NH3:1].[CH2:41]([Cl:42])[Cl:19].[CH3:20][N:21]([CH3:22])[CH2:15][C:14]1[CH:17]=[CH:18][C:11]([O:10][CH2:9][CH2:8][CH2:7][N:1]2[CH2:6][CH2:5][CH2:4][CH2:3][CH2:2]2)=[CH:12][CH:13]=1. The yield is 0.0300. (3) The reactants are [S:1]([O:8]S(C(F)(F)F)(=O)=O)([C:4]([F:7])([F:6])[F:5])(=[O:3])=[O:2].[Si:16]([O:23][CH2:24][C@H:25]1[N:29]([C:30](=[O:53])[C:31]2[CH:36]=[C:35]([O:37][CH3:38])[C:34]([O:39][Si:40]([CH:47]([CH3:49])[CH3:48])([CH:44]([CH3:46])[CH3:45])[CH:41]([CH3:43])[CH3:42])=[CH:33][C:32]=2[N+:50]([O-:52])=[O:51])[CH2:28][C:27](=O)[CH2:26]1)([C:19]([CH3:22])([CH3:21])[CH3:20])([CH3:18])[CH3:17].N1C(C)=CC=CC=1C. The catalyst is C(Cl)Cl. The product is [F:5][C:4]([F:7])([F:6])[S:1]([O:8][C:27]1[CH2:26][C@@H:25]([CH2:24][O:23][Si:16]([C:19]([CH3:21])([CH3:20])[CH3:22])([CH3:18])[CH3:17])[N:29]([C:30](=[O:53])[C:31]2[CH:36]=[C:35]([O:37][CH3:38])[C:34]([O:39][Si:40]([CH:41]([CH3:43])[CH3:42])([CH:44]([CH3:45])[CH3:46])[CH:47]([CH3:49])[CH3:48])=[CH:33][C:32]=2[N+:50]([O-:52])=[O:51])[CH:28]=1)(=[O:3])=[O:2]. The yield is 0.820. (4) The reactants are [CH2:1]([O:3][CH:4]=[CH:5][Sn](CCCC)(CCCC)CCCC)[CH3:2].[NH2:19][C:20]1[N:36]=[C:35]([CH2:37][O:38][CH3:39])[CH:34]=[CH:33][C:21]=1[C:22]([NH:24][CH2:25][C:26]1[CH:31]=[CH:30][C:29](Br)=[CH:28][CH:27]=1)=[O:23].C1(C)C=CC=CC=1P(C1C=CC=CC=1C)C1C=CC=CC=1C.[F-].[K+]. The catalyst is [Cl-].C([N+](CCCC)(CCCC)CCCC)CCC.C([O-])(=O)C.[Pd+2].C([O-])(=O)C.CN1CCCC1=O. The product is [NH2:19][C:20]1[N:36]=[C:35]([CH2:37][O:38][CH3:39])[CH:34]=[CH:33][C:21]=1[C:22]([NH:24][CH2:25][C:26]1[CH:31]=[CH:30][C:29](/[CH:5]=[CH:4]\[O:3][CH2:1][CH3:2])=[CH:28][CH:27]=1)=[O:23]. The yield is 0.350. (5) The reactants are [Cl-].O[NH3+:3].[C:4](=[O:7])([O-])[OH:5].[Na+].CS(C)=O.[CH3:13][C:14]1[N:15]([C:39]2[CH:44]=[CH:43][C:42]([O:45][CH2:46][CH2:47][CH3:48])=[CH:41][CH:40]=2)[C:16](=[O:38])[C:17]([CH2:23][C:24]2[CH:29]=[CH:28][C:27]([C:30]3[C:31]([C:36]#[N:37])=[CH:32][CH:33]=[CH:34][CH:35]=3)=[CH:26][CH:25]=2)=[C:18]([CH2:20][CH2:21][CH3:22])[N:19]=1. The catalyst is O.C(OCC)(=O)C. The product is [CH3:13][C:14]1[N:15]([C:39]2[CH:44]=[CH:43][C:42]([O:45][CH2:46][CH2:47][CH3:48])=[CH:41][CH:40]=2)[C:16](=[O:38])[C:17]([CH2:23][C:24]2[CH:25]=[CH:26][C:27]([C:30]3[CH:35]=[CH:34][CH:33]=[CH:32][C:31]=3[C:36]3[NH:3][C:4](=[O:7])[O:5][N:37]=3)=[CH:28][CH:29]=2)=[C:18]([CH2:20][CH2:21][CH3:22])[N:19]=1. The yield is 0.710. (6) The reactants are S(Cl)(Cl)=O.CC1C=CC(C)=CC=1C(O)=O.CC1C=CC(C)=CC=1C(Cl)=O.[CH3:27][C:28]1[CH:33]=[CH:32][C:31]([CH3:34])=[CH:30][C:29]=1[C:35]([N:37]=[C:38]=[S:39])=[O:36].[Cl:40][C:41]1[CH:42]=[C:43]([CH:45]=[CH:46][C:47]=1[O:48][C:49]1[C:58]2[C:53](=[CH:54][C:55]([O:61][CH3:62])=[C:56]([O:59][CH3:60])[CH:57]=2)[N:52]=[CH:51][CH:50]=1)[NH2:44]. The catalyst is C(O)C.C1(C)C=CC=CC=1. The product is [Cl:40][C:41]1[CH:42]=[C:43]([NH:44][C:38]([NH:37][C:35](=[O:36])[C:29]2[CH:30]=[C:31]([CH3:34])[CH:32]=[CH:33][C:28]=2[CH3:27])=[S:39])[CH:45]=[CH:46][C:47]=1[O:48][C:49]1[C:58]2[C:53](=[CH:54][C:55]([O:61][CH3:62])=[C:56]([O:59][CH3:60])[CH:57]=2)[N:52]=[CH:51][CH:50]=1. The yield is 0.940. (7) The reactants are Br[C:2]1[CH:7]=[CH:6][C:5]([C:8]2([CH3:13])[O:12][CH2:11][CH2:10][O:9]2)=[CH:4][N:3]=1.[Li]CCCC.[CH3:19][N:20]1[CH2:25][CH2:24][C:23](=[O:26])[CH2:22][CH2:21]1. The catalyst is O1CCCC1. The product is [CH3:19][N:20]1[CH2:25][CH2:24][C:23]([C:2]2[CH:7]=[CH:6][C:5]([C:8]3([CH3:13])[O:12][CH2:11][CH2:10][O:9]3)=[CH:4][N:3]=2)([OH:26])[CH2:22][CH2:21]1. The yield is 0.850. (8) The reactants are C([N:8]1[C:12]([C:13]([O:15][CH2:16][CH3:17])=[O:14])=[C:11]([O:18][CH2:19][CH2:20][CH2:21][CH2:22][CH2:23][CH2:24][CH2:25][CH2:26][CH2:27][CH3:28])[C:10]([O:29][CH2:30][CH2:31][CH2:32][CH2:33][CH2:34][CH2:35][CH2:36][CH2:37][CH2:38][CH3:39])=[C:9]1[C:40]([O:42][CH2:43][CH3:44])=[O:41])C1C=CC=CC=1.[H][H]. The catalyst is [C].[Pd].C(O)(=O)C. The product is [CH2:30]([O:29][C:10]1[C:11]([O:18][CH2:19][CH2:20][CH2:21][CH2:22][CH2:23][CH2:24][CH2:25][CH2:26][CH2:27][CH3:28])=[C:12]([C:13]([O:15][CH2:16][CH3:17])=[O:14])[NH:8][C:9]=1[C:40]([O:42][CH2:43][CH3:44])=[O:41])[CH2:31][CH2:32][CH2:33][CH2:34][CH2:35][CH2:36][CH2:37][CH2:38][CH3:39]. The yield is 0.758.